This data is from Catalyst prediction with 721,799 reactions and 888 catalyst types from USPTO. The task is: Predict which catalyst facilitates the given reaction. (1) Reactant: [Si]([O:8][CH2:9][CH:10]1[CH2:15][CH2:14][N:13]([CH:16]2[CH2:19][N:18]([C:20]3[CH:25]=[CH:24][C:23]([NH:26][C:27]4[CH:32]=[C:31]([O:33][CH3:34])[N:30]=[CH:29][C:28]=4[NH:35][C:36](=[O:38])[CH3:37])=[CH:22][CH:21]=3)[CH2:17]2)[CH2:12][CH2:11]1)(C(C)(C)C)(C)C.[F-].C([N+](CCCC)(CCCC)CCCC)CCC.O1CCCC1.O. Product: [OH:8][CH2:9][CH:10]1[CH2:11][CH2:12][N:13]([CH:16]2[CH2:17][N:18]([C:20]3[CH:21]=[CH:22][C:23]([NH:26][C:27]4[CH:32]=[C:31]([O:33][CH3:34])[N:30]=[CH:29][C:28]=4[NH:35][C:36](=[O:38])[CH3:37])=[CH:24][CH:25]=3)[CH2:19]2)[CH2:14][CH2:15]1. The catalyst class is: 7. (2) Reactant: [OH-].[Na+].[Cl:3][C:4]1[CH:9]=[CH:8][C:7]([C:10]2[CH:15]=[CH:14][C:13]([CH2:16][O:17][C:18]3[CH:27]=[C:26]4[C:21]([CH2:22][CH2:23][N:24]([CH:29]5[CH2:33][CH2:32][CH2:31][CH2:30]5)[C:25]4=[O:28])=[CH:20][CH:19]=3)=[CH:12][CH:11]=2)=[CH:6][C:5]=1[C:34]([O:36]C)=[O:35]. Product: [Cl:3][C:4]1[CH:9]=[CH:8][C:7]([C:10]2[CH:15]=[CH:14][C:13]([CH2:16][O:17][C:18]3[CH:27]=[C:26]4[C:21]([CH2:22][CH2:23][N:24]([CH:29]5[CH2:33][CH2:32][CH2:31][CH2:30]5)[C:25]4=[O:28])=[CH:20][CH:19]=3)=[CH:12][CH:11]=2)=[CH:6][C:5]=1[C:34]([OH:36])=[O:35]. The catalyst class is: 12. (3) Reactant: [CH3:1][C@@:2]([C:11]([OH:13])=[O:12])([CH2:4][C:5]1[CH:10]=[CH:9][CH:8]=[CH:7][CH:6]=1)[NH2:3].O.O.O.O.O.[OH-].C[N+](C)(C)C.[CH3:25][C:26]([O:29][C:30](O[C:30]([O:29][C:26]([CH3:28])([CH3:27])[CH3:25])=[O:31])=[O:31])([CH3:28])[CH3:27]. Product: [C:30]([NH:3][C@:2]([CH3:1])([C:11]([OH:13])=[O:12])[CH2:4][C:5]1[CH:6]=[CH:7][CH:8]=[CH:9][CH:10]=1)([O:29][C:26]([CH3:28])([CH3:27])[CH3:25])=[O:31]. The catalyst class is: 10. (4) Reactant: [Cl:1][C:2]1[CH:3]=[C:4]([CH:16]=[CH:17][CH:18]=1)[O:5][C:6]1[CH:7]=[C:8]([CH:11]=[CH:12][C:13]=1[O:14][CH3:15])[CH:9]=[O:10].[BH4-].[Na+]. Product: [Cl:1][C:2]1[CH:3]=[C:4]([CH:16]=[CH:17][CH:18]=1)[O:5][C:6]1[CH:7]=[C:8]([CH2:9][OH:10])[CH:11]=[CH:12][C:13]=1[O:14][CH3:15]. The catalyst class is: 5. (5) Reactant: [Cl:1][N:2]1[C:6]([Cl:7])=[CH:5][N:4]=[CH:3]1.[H-].[Na+].[CH3:10][O:11][CH2:12][CH2:13]Cl.O. Product: [CH3:10][O:11][CH:12]([C:3]1[N:2]([Cl:1])[C:6]([Cl:7])=[CH:5][N:4]=1)[CH3:13]. The catalyst class is: 39.